Task: Predict the product of the given reaction.. Dataset: Forward reaction prediction with 1.9M reactions from USPTO patents (1976-2016) (1) Given the reactants [CH2:1]([O:8][C:9]1[C:10]([C:16]#[C:17][CH2:18][OH:19])=[N:11][C:12]([Cl:15])=[CH:13][CH:14]=1)[C:2]1[CH:7]=[CH:6][CH:5]=[CH:4][CH:3]=1.[I-].[NH2:21][N+:22]1[CH:27]=[CH:26][CH:25]=[CH:24][CH:23]=1.C1CCN2C(=NCCC2)CC1.O, predict the reaction product. The product is: [CH2:1]([O:8][C:9]1[C:10]([C:16]2[C:17]([CH2:18][OH:19])=[C:23]3[CH:24]=[CH:25][CH:26]=[CH:27][N:22]3[N:21]=2)=[N:11][C:12]([Cl:15])=[CH:13][CH:14]=1)[C:2]1[CH:7]=[CH:6][CH:5]=[CH:4][CH:3]=1. (2) Given the reactants [O:1]=[C:2]1[NH:7][CH2:6][N:5]([C@H:8]2[CH2:13][CH2:12][C@H:11]([CH2:14][N:15]([CH2:23][C:24]([F:27])([F:26])[F:25])[C:16](=[O:22])[O:17][C:18]([CH3:21])([CH3:20])[CH3:19])[CH2:10][CH2:9]2)[C:4]2[C:28]3[CH:34]=[CH:33][N:32]([CH2:35][O:36][CH2:37][CH2:38][Si:39]([CH3:42])([CH3:41])[CH3:40])[C:29]=3[N:30]=[CH:31][C:3]1=2.[H-].[Na+].Br[CH2:46][CH2:47][O:48][CH3:49].O, predict the reaction product. The product is: [CH3:49][O:48][CH2:47][CH2:46][N:7]1[C:2](=[O:1])[C:3]2[CH:31]=[N:30][C:29]3[N:32]([CH2:35][O:36][CH2:37][CH2:38][Si:39]([CH3:42])([CH3:41])[CH3:40])[CH:33]=[CH:34][C:28]=3[C:4]=2[N:5]([C@H:8]2[CH2:9][CH2:10][C@H:11]([CH2:14][N:15]([CH2:23][C:24]([F:25])([F:27])[F:26])[C:16](=[O:22])[O:17][C:18]([CH3:20])([CH3:21])[CH3:19])[CH2:12][CH2:13]2)[CH2:6]1. (3) Given the reactants [NH:1]1[C:10]2[CH2:9][CH2:8][CH2:7][CH2:6][C:5]=2[C:4](=[O:11])[NH:3][C:2]1=[O:12].[CH3:13][Si:14]([CH3:21])([CH3:20])N[Si:14]([CH3:21])([CH3:20])[CH3:13].S(=O)(=O)(O)O, predict the reaction product. The product is: [CH3:13][Si:14]([CH3:21])([CH3:20])[O:12][C:2]1[N:3]=[C:4]([O:11][Si:14]([CH3:21])([CH3:20])[CH3:13])[C:5]2[CH2:6][CH2:7][CH2:8][CH2:9][C:10]=2[N:1]=1. (4) Given the reactants [Cl:1][C:2]1[CH:11]=[C:6]([C:7]([NH:9][NH2:10])=[O:8])[C:5]([OH:12])=[CH:4][CH:3]=1.[F:13][C:14]([F:28])([F:27])[C:15]1[CH:16]=[C:17]([CH:20]=[C:21]([C:23]([F:26])([F:25])[F:24])[CH:22]=1)[CH:18]=O.C(O)C, predict the reaction product. The product is: [F:13][C:14]([F:27])([F:28])[C:15]1[CH:16]=[C:17]([CH:20]=[C:21]([C:23]([F:26])([F:24])[F:25])[CH:22]=1)[CH:18]=[N:10][NH:9][C:7](=[O:8])[C:6]1[C:5](=[CH:4][CH:3]=[C:2]([Cl:1])[CH:11]=1)[OH:12]. (5) Given the reactants Cl.Cl.[CH2:3]([N:5]1[C:9]2=[N:10][CH:11]=[C:12]([C:21]([NH:23][NH2:24])=[O:22])[C:13]([NH:14][CH:15]3[CH2:20][CH2:19][O:18][CH2:17][CH2:16]3)=[C:8]2[CH:7]=[N:6]1)[CH3:4].CCN(C(C)C)C(C)C.[CH:34]1([C:37](Cl)=[O:38])[CH2:36][CH2:35]1, predict the reaction product. The product is: [CH:34]1([C:37]([NH:24][NH:23][C:21]([C:12]2[C:13]([NH:14][CH:15]3[CH2:16][CH2:17][O:18][CH2:19][CH2:20]3)=[C:8]3[CH:7]=[N:6][N:5]([CH2:3][CH3:4])[C:9]3=[N:10][CH:11]=2)=[O:22])=[O:38])[CH2:36][CH2:35]1. (6) Given the reactants [CH3:1][O:2][C:3]1[CH:4]=[C:5]([CH2:11][CH2:12][N:13]([CH3:25])[C:14](=[O:24])[CH2:15][CH2:16][C:17]2[CH:22]=[CH:21][C:20]([OH:23])=[CH:19][CH:18]=2)[CH:6]=[CH:7][C:8]=1[O:9][CH3:10].[CH3:26][O:27][C:28](=[O:37])[C:29]1[CH:34]=[CH:33][CH:32]=[CH:31][C:30]=1[CH2:35]Br.C([O-])([O-])=O.[K+].[K+], predict the reaction product. The product is: [CH3:1][O:2][C:3]1[CH:4]=[C:5]([CH2:11][CH2:12][N:13]([CH3:25])[C:14](=[O:24])[CH2:15][CH2:16][C:17]2[CH:22]=[CH:21][C:20]([O:23][CH2:35][C:30]3[CH:31]=[CH:32][CH:33]=[CH:34][C:29]=3[C:28]([O:27][CH3:26])=[O:37])=[CH:19][CH:18]=2)[CH:6]=[CH:7][C:8]=1[O:9][CH3:10]. (7) The product is: [CH2:9]1[N:8]([C:7]2[N:6]=[C:5]3[N:17]=[CH:18][C:19]([I:21])=[CH:20][C:4]3=[N:3][C:2]=2[NH:23][NH2:24])[CH2:13][CH2:12][N:11]2[CH2:14][CH2:15][CH2:16][CH:10]12. Given the reactants Cl[C:2]1[N:3]=[C:4]2[CH:20]=[C:19]([I:21])[CH:18]=[N:17][C:5]2=[N:6][C:7]=1[N:8]1[CH2:13][CH2:12][N:11]2[CH2:14][CH2:15][CH2:16][CH:10]2[CH2:9]1.O.[NH2:23][NH2:24], predict the reaction product. (8) Given the reactants [C:1](=[O:12])([O:7][C:8]([CH3:11])([CH3:10])[CH3:9])OC(C)(C)C.C([N:15]([CH2:18][CH3:19])[CH2:16][CH3:17])C.[C:20]([O:23][CH2:24]C)(=[O:22])C.O, predict the reaction product. The product is: [CH3:24][O:23][C:20]([C@@H:19]1[CH2:17][CH2:16][N:15]([C:1]([O:7][C:8]([CH3:9])([CH3:10])[CH3:11])=[O:12])[CH2:18]1)=[O:22]. (9) Given the reactants [CH3:1][O:2][C:3]1[CH:16]=[CH:15][C:6]([CH2:7][N:8]2[CH:12]=[CH:11][C:10](C=O)=[N:9]2)=[CH:5][CH:4]=1.[H-].[Na+].N1C=CC([CH:24]=[O:25])=N1.COC1C=CC(CCl)=CC=1, predict the reaction product. The product is: [CH3:1][O:2][C:3]1[CH:4]=[CH:5][C:6]([CH2:7][N:8]2[C:12]([CH:24]=[O:25])=[CH:11][CH:10]=[N:9]2)=[CH:15][CH:16]=1. (10) The product is: [CH3:20][S:17]([O:9][CH2:8][CH2:7][CH2:6][N:1]1[CH:5]=[CH:4][CH:3]=[N:2]1)(=[O:19])=[O:18]. Given the reactants [N:1]1([CH2:6][CH2:7][CH2:8][OH:9])[CH:5]=[CH:4][CH:3]=[N:2]1.C(N(CC)CC)C.[S:17](Cl)([CH3:20])(=[O:19])=[O:18], predict the reaction product.